This data is from Catalyst prediction with 721,799 reactions and 888 catalyst types from USPTO. The task is: Predict which catalyst facilitates the given reaction. (1) Reactant: [C:1]([C:3]1[CH:8]=[CH:7][C:6]([CH:9]2[C:18]3[C:17](=[O:19])[CH2:16][CH2:15][CH2:14][C:13]=3[N:12]([C:20]3[CH:25]=[CH:24][CH:23]=[C:22]([C:26]([F:29])([F:28])[F:27])[CH:21]=3)[C:11](=[O:30])[N:10]2[C:31](OC2C=CC([N+]([O-])=O)=CC=2)=[O:32])=[CH:5][CH:4]=1)#[N:2].[CH3:43][S:44]([C:47]1[CH:52]=[CH:51][C:50]([CH2:53][NH2:54])=[CH:49][CH:48]=1)(=[O:46])=[O:45]. Product: [C:1]([C:3]1[CH:4]=[CH:5][C:6]([CH:9]2[C:18]3[C:17](=[O:19])[CH2:16][CH2:15][CH2:14][C:13]=3[N:12]([C:20]3[CH:25]=[CH:24][CH:23]=[C:22]([C:26]([F:29])([F:27])[F:28])[CH:21]=3)[C:11](=[O:30])[N:10]2[C:31]([NH:54][CH2:53][C:50]2[CH:49]=[CH:48][C:47]([S:44]([CH3:43])(=[O:46])=[O:45])=[CH:52][CH:51]=2)=[O:32])=[CH:7][CH:8]=1)#[N:2]. The catalyst class is: 10. (2) Reactant: [S:1]([O-:4])([O-:3])=[O:2].[Na+:5].[Na+].Cl[CH2:8][CH:9]([OH:12])[CH2:10][OH:11]. Product: [OH:12][CH:9]([CH2:10][OH:11])[CH2:8][S:1]([O-:4])(=[O:3])=[O:2].[Na+:5]. The catalyst class is: 6. (3) Reactant: [CH:1]1([NH2:4])[CH2:3][CH2:2]1.[CH3:5][O:6][C:7]([C:9]1[CH:10]=[C:11]([CH3:35])[C:12]2[O:18][C:17]3[C:19]([Cl:31])=[CH:20][C:21]([N:23]([C:27](=[O:30])[CH2:28]Cl)[CH2:24][CH2:25]Cl)=[CH:22][C:16]=3[CH2:15][S:14](=[O:33])(=[O:32])[C:13]=2[CH:34]=1)=[O:8]. Product: [CH3:5][O:6][C:7]([C:9]1[CH:10]=[C:11]([CH3:35])[C:12]2[O:18][C:17]3[C:19]([Cl:31])=[CH:20][C:21]([N:23]4[CH2:24][CH2:25][N:4]([CH:1]5[CH2:3][CH2:2]5)[CH2:28][C:27]4=[O:30])=[CH:22][C:16]=3[CH2:15][S:14](=[O:32])(=[O:33])[C:13]=2[CH:34]=1)=[O:8]. The catalyst class is: 3. (4) Reactant: [F:1][C:2]1[CH:7]=[CH:6][C:5]([N:8]2[C:11](=[O:12])[C@H:10]([S:13][CH2:14][C:15](=[O:22])[C:16]3[CH:21]=[CH:20][CH:19]=[CH:18][CH:17]=3)[C@H:9]2[C:23]2[CH:33]=[CH:32][C:26]([O:27][CH2:28][C:29](O)=[O:30])=[CH:25][CH:24]=2)=[CH:4][CH:3]=1.Cl.[NH2:35][CH2:36][C:37]([NH:39][C@@H:40]([C:44]([O:46]C(C)(C)C)=[O:45])[CH:41]([CH3:43])[CH3:42])=[O:38].CN1CCOCC1.CN(C(ON1N=NC2C=CC=CC1=2)=[N+](C)C)C.[B-](F)(F)(F)F.[BH4-].[Na+].C([O-])(=O)C.[NH4+]. The catalyst class is: 2. Product: [F:1][C:2]1[CH:7]=[CH:6][C:5]([N:8]2[C:11](=[O:12])[C@H:10]([S:13][CH2:14][CH:15]([OH:22])[C:16]3[CH:21]=[CH:20][CH:19]=[CH:18][CH:17]=3)[C@H:9]2[C:23]2[CH:24]=[CH:25][C:26]([O:27][CH2:28][C:29]([NH:35][CH2:36][C:37]([NH:39][C@@H:40]([C:44]([OH:46])=[O:45])[CH:41]([CH3:42])[CH3:43])=[O:38])=[O:30])=[CH:32][CH:33]=2)=[CH:4][CH:3]=1.